From a dataset of Reaction yield outcomes from USPTO patents with 853,638 reactions. Predict the reaction yield, written as a fraction of the theoretical maximum amount of product (1.0 means a 100% yield; for example, 0.34 means a 34% yield). (1) The reactants are [CH2:1]([C:3]1[C:11]2[C:6](=[CH:7][C:8]([C:12]3[N:16]([C:17]4[CH:22]=[CH:21][C:20]([S:23]([CH3:26])(=[O:25])=[O:24])=[CH:19][CH:18]=4)[N:15]=[CH:14][CH:13]=3)=[CH:9][CH:10]=2)[NH:5][N:4]=1)[CH3:2].C1(P(C2C=CC=CC=2)C2C=CC=CC=2)C=CC=CC=1.O1CC[C@H](O)C1.N([C:54]([O:56][CH:57]([CH3:59])[CH3:58])=[O:55])=N[C:54]([O:56][CH:57]([CH3:59])[CH3:58])=[O:55]. The catalyst is CO.CCCCCC.C(OCC)(=O)C.O1CCCC1. The product is [CH2:1]([C:3]1[C:11]2[C:6](=[CH:7][C:8]([C:12]3[N:16]([C:17]4[CH:22]=[CH:21][C:20]([S:23]([CH3:26])(=[O:25])=[O:24])=[CH:19][CH:18]=4)[N:15]=[CH:14][CH:13]=3)=[CH:9][CH:10]=2)[N:5]([C:54]([O:56][CH:57]([CH3:59])[CH3:58])=[O:55])[N:4]=1)[CH3:2]. The yield is 0.630. (2) The reactants are [F:1][CH:2]([F:15])[CH2:3][O:4][C:5]1[CH:6]=[CH:7][C:8]([CH3:14])=[C:9]([C:11](=O)[CH3:12])[CH:10]=1.[CH3:16][C:17]([S@:20]([NH2:22])=[O:21])([CH3:19])[CH3:18]. No catalyst specified. The product is [F:1][CH:2]([F:15])[CH2:3][O:4][C:5]1[CH:6]=[CH:7][C:8]([CH3:14])=[C:9]([CH:11]([NH:22][S@@:20]([C:17]([CH3:19])([CH3:18])[CH3:16])=[O:21])[CH3:12])[CH:10]=1. The yield is 0.610. (3) The reactants are C(O[C:6]([N:8]1[CH:13]([C:14]2[NH:15][C:16]([C:19]3[CH:24]=[CH:23][C:22]([Br:25])=[CH:21][CH:20]=3)=[CH:17][N:18]=2)[CH:12]2[CH2:26][CH:9]1[CH2:10][CH2:11]2)=[O:7])(C)(C)C.Cl.[CH3:28][O:29][C:30]([NH:32][CH:33]([CH:37]([CH3:39])[CH3:38])C(O)=O)=[O:31].CN(C(ON1N=NC2C=CC=NC1=2)=[N+](C)C)C.F[P-](F)(F)(F)(F)F.C(N(CC)C(C)C)(C)C. The catalyst is CO.O1CCOCC1. The product is [CH3:28][O:29][C:30](=[O:31])[NH:32][CH:33]([C:6]([N:8]1[CH:13]([C:14]2[NH:15][C:16]([C:19]3[CH:24]=[CH:23][C:22]([Br:25])=[CH:21][CH:20]=3)=[CH:17][N:18]=2)[CH:12]2[CH2:26][CH:9]1[CH2:10][CH2:11]2)=[O:7])[CH:37]([CH3:39])[CH3:38]. The yield is 0.890. (4) The reactants are [F:1][C:2]1[CH:7]=[CH:6][C:5]([N:8]2[C:12]3=[C:13]4[C:18](=[C:19]([C:21]5[CH:26]=[CH:25][CH:24]=[CH:23][CH:22]=5)[CH:20]=[C:11]3[C:10]([CH2:27]O)=[N:9]2)[CH:17]=[N:16][CH:15]=[CH:14]4)=[CH:4][CH:3]=1.O=S(Cl)[Cl:31]. The catalyst is C1COCC1. The product is [ClH:31].[Cl:31][CH2:27][C:10]1[C:11]2[C:12](=[C:13]3[C:18](=[C:19]([C:21]4[CH:26]=[CH:25][CH:24]=[CH:23][CH:22]=4)[CH:20]=2)[CH:17]=[N:16][CH:15]=[CH:14]3)[N:8]([C:5]2[CH:6]=[CH:7][C:2]([F:1])=[CH:3][CH:4]=2)[N:9]=1. The yield is 1.00. (5) The reactants are [CH3:1][C:2]1[CH:7]=[CH:6][C:5]([C:8](=O)[CH2:9][O:10][C:11]2[CH:16]=[C:15]([CH3:17])[CH:14]=[C:13]([CH3:18])[C:12]=2[CH3:19])=[CH:4][CH:3]=1. The catalyst is O. The product is [CH3:17][C:15]1[C:16]2[C:8]([C:5]3[CH:6]=[CH:7][C:2]([CH3:1])=[CH:3][CH:4]=3)=[CH:9][O:10][C:11]=2[C:12]([CH3:19])=[C:13]([CH3:18])[CH:14]=1. The yield is 0.830. (6) The product is [O:57]=[C:51]1[CH:50]([N:43]2[C:44](=[O:49])[C:45]3[C:41](=[CH:40][CH:48]=[CH:47][C:46]=3[O:26][CH2:25][C:21]3[O:20][CH:24]=[CH:23][CH:22]=3)[C:42]2=[O:58])[CH2:55][CH2:54][C:53](=[O:56])[NH:52]1. The yield is 0.440. The catalyst is C1COCC1.CO. The reactants are C1(P(C2C=CC=CC=2)C2C=CC=CC=2)C=CC=CC=1.[O:20]1[CH:24]=[CH:23][CH:22]=[C:21]1[CH2:25][OH:26].CCOC(/N=N/C(OCC)=O)=O.O[C:40]1[CH:48]=[CH:47][CH:46]=[C:45]2[C:41]=1[C:42](=[O:58])[N:43]([CH:50]1[CH2:55][CH2:54][C:53](=[O:56])[NH:52][C:51]1=[O:57])[C:44]2=[O:49]. (7) The reactants are [NH2:1][C:2]1[C:3]([C:7]2[N:8]([CH2:32][CH3:33])[C:9]3[C:14]([O:15][CH2:16][CH:17]4[CH2:22][CH2:21][N:20]([C:23]([O:25]C(C)(C)C)=[O:24])[CH2:19][CH2:18]4)=[CH:13][N:12]=[C:11]([Cl:30])[C:10]=3[N:31]=2)=[N:4][O:5][N:6]=1.Cl. The catalyst is CO.O1CCOCC1. The product is [CH:23]([OH:25])=[O:24].[Cl:30][C:11]1[C:10]2[N:31]=[C:7]([C:3]3[C:2]([NH2:1])=[N:6][O:5][N:4]=3)[N:8]([CH2:32][CH3:33])[C:9]=2[C:14]([O:15][CH2:16][CH:17]2[CH2:22][CH2:21][NH:20][CH2:19][CH2:18]2)=[CH:13][N:12]=1. The yield is 0.460. (8) The reactants are [CH:1]1[CH2:5][CH:4]=[CH:3][CH:2]=1.C(N[CH2:9][CH3:10])C.[C:11](O)(=O)[CH3:12].O. The product is [CH:11](=[C:2]1[CH:1]=[CH:5][CH:4]=[CH:3]1)[CH2:12][CH2:9][CH3:10]. The catalyst is CO.CCCCC. The yield is 0.960. (9) The reactants are [F:1][C:2]1[C:10]([O:11][CH2:12][C:13]2[O:14][CH:15]=[C:16]([C:18]3[CH:23]=[CH:22][C:21]([O:24]C)=[CH:20][CH:19]=3)[N:17]=2)=[CH:9][CH:8]=[C:7]([F:26])[C:3]=1[C:4]([NH2:6])=[O:5].B(Br)(Br)Br.C([O-])(O)=O.[Na+]. The catalyst is C(Cl)Cl. The product is [F:1][C:2]1[C:10]([O:11][CH2:12][C:13]2[O:14][CH:15]=[C:16]([C:18]3[CH:23]=[CH:22][C:21]([OH:24])=[CH:20][CH:19]=3)[N:17]=2)=[CH:9][CH:8]=[C:7]([F:26])[C:3]=1[C:4]([NH2:6])=[O:5]. The yield is 0.0600. (10) The reactants are [CH3:1][N:2]([CH3:40])[CH2:3][CH2:4][O:5][C:6]1[CH:7]=[C:8]([NH:12][C:13]2[N:18]=[C:17]([C:19]3[N:23]4[CH:24]=[CH:25][CH:26]=[CH:27][C:22]4=[N:21][C:20]=3[C:28]3[CH:29]=[CH:30][C:31]([O:38][CH3:39])=[C:32]([CH:37]=3)[C:33](OC)=[O:34])[CH:16]=[CH:15][N:14]=2)[CH:9]=[CH:10][CH:11]=1.[F:41][C:42]1[CH:48]=[CH:47][CH:46]=[C:45]([F:49])[C:43]=1[NH2:44].C[Si]([N-][Si](C)(C)C)(C)C.[Na+].C([O-])(O)=O.[Na+]. The catalyst is C1COCC1. The product is [F:41][C:42]1[CH:48]=[CH:47][CH:46]=[C:45]([F:49])[C:43]=1[NH:44][C:33](=[O:34])[C:32]1[CH:37]=[C:28]([C:20]2[N:21]=[C:22]3[CH:27]=[CH:26][CH:25]=[CH:24][N:23]3[C:19]=2[C:17]2[CH:16]=[CH:15][N:14]=[C:13]([NH:12][C:8]3[CH:9]=[CH:10][CH:11]=[C:6]([O:5][CH2:4][CH2:3][N:2]([CH3:40])[CH3:1])[CH:7]=3)[N:18]=2)[CH:29]=[CH:30][C:31]=1[O:38][CH3:39]. The yield is 0.740.